Predict the product of the given reaction. From a dataset of Forward reaction prediction with 1.9M reactions from USPTO patents (1976-2016). (1) The product is: [CH2:9]([N:7]1[CH2:6][C@@H:5]([OH:16])[C@H:4]([NH:1][C:19](=[O:21])[CH3:20])[CH2:8]1)[C:10]1[CH:15]=[CH:14][CH:13]=[CH:12][CH:11]=1. Given the reactants [N:1]([C@@H:4]1[CH2:8][N:7]([CH2:9][C:10]2[CH:15]=[CH:14][CH:13]=[CH:12][CH:11]=2)[CH2:6][C@H:5]1[OH:16])=[N+]=[N-].[H][H].[C:19](OC(=O)C)(=[O:21])[CH3:20], predict the reaction product. (2) Given the reactants [CH:1]([Mg]Cl)([CH3:3])[CH3:2].[O:6]1[CH2:10][CH2:9][CH2:8][CH2:7]1.[OH:11][C:12]1C=CC(C#N)=[N:16][CH:17]=1.Cl.C(=O)([O-])O.[Na+], predict the reaction product. The product is: [OH:11][C:12]1[CH:7]=[CH:8][C:9]([C:10](=[O:6])[CH:1]([CH3:3])[CH3:2])=[N:16][CH:17]=1. (3) Given the reactants [CH:1]1([NH:4][C:5]([C:7]2[CH:8]=[CH:9][C:10]([CH3:37])=[C:11]([N:13]3[CH:18]=[CH:17][N:16]=[C:15]([NH:19][CH2:20][C:21]4[CH:22]=[C:23]([CH2:27][NH:28]C(=O)OC(C)(C)C)[CH:24]=[CH:25][CH:26]=4)[C:14]3=[O:36])[CH:12]=2)=[O:6])[CH2:3][CH2:2]1.FC(F)(F)C(O)=O, predict the reaction product. The product is: [NH2:28][CH2:27][C:23]1[CH:22]=[C:21]([CH2:20][NH:19][C:15]2[C:14](=[O:36])[N:13]([C:11]3[CH:12]=[C:7]([CH:8]=[CH:9][C:10]=3[CH3:37])[C:5]([NH:4][CH:1]3[CH2:2][CH2:3]3)=[O:6])[CH:18]=[CH:17][N:16]=2)[CH:26]=[CH:25][CH:24]=1. (4) Given the reactants [Cl:1][C:2]1[CH:7]=[CH:6][C:5]([C:8]2([CH2:11][NH:12][C:13]([C:15]3[CH:20]=C[C:18]([N:21]4[CH:25]=[C:24]([CH3:26])[N:23]=[CH:22]4)=[C:17]([O:27][CH3:28])[N:16]=3)=[O:14])[CH2:10][CH2:9]2)=[CH:4][CH:3]=1.FC(F)(F)C(O)=O.COC1N=C(C(O)=O)C=[N:40]C=1N1C=C(C)N=C1, predict the reaction product. The product is: [Cl:1][C:2]1[CH:7]=[CH:6][C:5]([C:8]2([CH2:11][NH:12][C:13]([C:15]3[CH:20]=[N:40][C:18]([N:21]4[CH:25]=[C:24]([CH3:26])[N:23]=[CH:22]4)=[C:17]([O:27][CH3:28])[N:16]=3)=[O:14])[CH2:9][CH2:10]2)=[CH:4][CH:3]=1. (5) Given the reactants [CH3:1][O:2][C:3]1[CH:8]=[CH:7][C:6](B(O)O)=[CH:5][CH:4]=1, predict the reaction product. The product is: [CH3:1][O:2][C:3]1[CH:8]=[CH:7][C:6]([C:3]2[CH:8]=[CH:7][CH:6]=[C:5]([C:5]3[CH:6]=[CH:7][CH:8]=[C:3]([O:2][CH3:1])[CH:4]=3)[CH:4]=2)=[CH:5][CH:4]=1.